From a dataset of B-cell epitopes from IEDB database with 3,159 antigens for binding position prediction. Token-level Classification. Given an antigen amino acid sequence, predict which amino acid positions are active epitope sites capable of antibody binding. Output is a list of indices for active positions. (1) Given the antigen sequence: MGNHAGKRELNAEKASTNSETNRGESEKKRNLGELSRTTSEDNEVFGEADANQNNGTSSQDTAVTDSKRTADPKNAWQDAHPADPGSRPHLIRLFSRDAPGREDNTFKDRPSESDELQTIQEDSAATSESLDVMASQKRPSQRHGSKYLATASTMDHARHGFLPRHRDTGILDSIGRFFGGDRGAPKRGSGKVSSEE, which amino acid positions are active epitope sites? The epitope positions are: [42, 43, 44, 45, 46, 47, 48, 49, 50, 51, 52, 53, 54, 55, 56]. The amino acids at these positions are: NEVFGEADANQNNGT. (2) The epitope positions are: [297, 298, 299, 300, 301, 302, 303, 304, 305, 306, 307, 308, 309, 310, 311, 312, 313, 314, 315, 316... (21 total positions)]. The amino acids at these positions are: PSCCCTKPSDGNCTCIPIPSS. Given the antigen sequence: MGQNLSTSNPLGFFPDHQLDPAFRANTANPDWDFNPNKDTWPDANKVGAGAFGLGFTPPHGGLLGWSPQAQGILQTLPANPPPASTNRQSGRQPTPLSPPLRNTHPQAMQWNSTTFHQTLQDPRVRGLYLPAGGSSSGTVNPVPTTVSHISSIFSRIGDPALNMENITSGFLGPLLVLQAGFFLLTRILTIPQSLDSWWTSLNFLGGTTVCLGQNSQSPTSNHSPTSCPPTCPGYRWMCLRRFIIFLFILLLCLIFLLVLLDYQGMLPVCPLIPGSSTTSTGPCRTCTTPAQGTSMYPSCCCTKPSDGNCTCIPIPSSWAFGKFLWEWASARFSWLSLLVPFVQWFVGLSPTVWLSVIWMMWYWGPSLYNILRPFLPLLPIFFCLWVYI, which amino acid positions are active epitope sites? (3) Given the antigen sequence: MKFNKKLILTFAATLVLSACGGSGSGGSSSTPNHPKPVLVPKTQNNLQAQNVPQAQNASQAQNAPQAQNAPQAQNAPQVENAPQAQNAPQVENAPQAEVTPPVPQPQSQKIDGSFDKIGSVKLNKEAQTLELSRFTLVDKLGTPPKFDKVSGKKIIEEKDFLVLNLSDINAEQLSGDFLIRRSDDLFYGYYHDTNGKNLVDAADKFSQYFVVYDEKRVNDNISDKLTATYRKKEGFVYGSNPHTKEFAARISKLGDVEIKFENGQAQGSIKDEKDGNAEIFTIKGDTKQLEITPTESNRIIIAILDQNQKSYTPGMEKAIMETKFIDSKAGNSDQKYLIGEAKSDNWQAIMVSEKK, which amino acid positions are active epitope sites? The epitope positions are: [70, 71, 72, 73, 74, 75, 76, 77, 78, 79, 80, 81, 82]. The amino acids at these positions are: PQAQNAPQVENAP. (4) Given the antigen sequence: MACRQRGGSWSPSGWFNAGWSTYRSISLFFALVTSGNSIDVSQLVNPAFPGTVTCDEREITVEFPSSPGTKKWHASVVDPLGLDMPNCTYILDPEKLTLRATYDNCTRRVHGGHQMTIRVMNNSAALRHGAVMYQFFCPAMQVEETQGLSASTICQKDFMSFSLPRVFSGLADDSKGTKVQMGWSIEVGDGARAKTLTLPEAMKEGFSLLIDNHRMTFHVPFNATGVTHYVQGNSHLYMVSLKLTFISPGQKVIFSSQAICAPDPVTCNATHMTLTIPEFPGKLKSVSFENQNIDVSQLHDNGIDLEATNGMKLHFSKTLLKTKLSEKCLLHQFYLASLKLTFLLRPETVSMVIYPECLCESPVSIVTGELCTQDGFMDVEVYSYQTQPALDLGTLRVGNSSCQPVFEAQSQGLVRFHIPLNGCGTRYKFEDDKVVYENEIHALWTDFPPSKISRDSEFRNDMLLNINVESLTPPVASVKLGPFTLILQSYPDNSYQQPY..., which amino acid positions are active epitope sites? The epitope positions are: [87, 88, 89, 90, 91, 92, 93, 94, 95, 96, 97, 98, 99, 100, 101, 102, 103, 104]. The amino acids at these positions are: CTYILDPEKLTLRATYDN. (5) Given the antigen sequence: MGNRGSSTSSRPPLSSEANLYAKLQDHIQRQTRPFSGGGYFNGGGDKNPVQHIKDYHIDSVSSKAKLRVIEGIIRAIAKIGFKVDTKQPIEDILKDIKKQLPDPRAGSTFVKNAEKQETVCKMIADAINQEFIDLGQDKLIDTTDGAASICRQIVLYINSLTHGLRAEYLDVHGSIENTLENIKLLNDAIKQLHERMVTEVTKAAPNEEVINAVTMIEAVYRRLLNEQNLQINILTNFIDNILTPTQKELDKLQTDEVDIIKLLNDTNSVLGTKNFGKVLSYTLCNLGIAASVANKINKALQKVGLKVEQYLQSKNWAEFDKELDLKRFSGLVSAENIAEFEKAVNLLRQTFNERHKILENSCAKKGGDEEKTPLDRRIEAQRLDRKHILMEFLNKSTQAYNDFLENVKKIGIKLVKEIALTPNITRLRDALSRINDMGTIALDLSLIGFYTNAAAREERETFLTQFMLVKNVLEEQSKIDPNFKNLYDSCSRLLQIIDF..., which amino acid positions are active epitope sites? The epitope positions are: [2095, 2096, 2097, 2098, 2099, 2100, 2101, 2102]. The amino acids at these positions are: SRIFRGDN. (6) Given the antigen sequence: MAKLTILVALALFLLAAHASARQQWELQGDRRCQSQLERANLRPCEQHLMQKIQRDEDSYGRDPYSPSQDPYSPSQDPDRRDPYSPSPYDRRGAGSSQHQERCCNELNEFENNQRCMCEALQQIMENQSDRLQGRQQEQQFKRELRNLPQQCGLRAPQRCDLEVESGGRDRY, which amino acid positions are active epitope sites? The epitope positions are: [101, 102, 103, 104, 105, 106, 107, 108, 109, 110, 111, 112, 113, 114, 115]. The amino acids at these positions are: RCCNELNEFENNQRC. (7) The epitope positions are: [31, 32, 33, 34, 35, 36, 37, 38, 39, 40, 41, 42, 43, 44, 45, 46, 47, 48, 49, 50]. The amino acids at these positions are: TIITRDIARDPDKLRKIAEN. Given the antigen sequence: LRKLKKGTASVAVALSVIGAGLAVNQTEVSATIITRDIARDPDKLRKIAENFEVQNHQLTQEKEGLTRKNGELTQEKEGLTRKNGELTQEKDELTR, which amino acid positions are active epitope sites? (8) Given the antigen sequence: MATATPVQQQRAGSRASAPATPLSPTRLSRLQEKEELRELNDRLAVYIDKVRSLETENSALQLQVTEREEVRGRELTGLKALYETELADARRALDDTARERAKLQIELGKFKAEHDQLLLNYAKKESDLSGAQIKLREYEAALNSKDAALATALGDKKSLEGDLEDLKDQIAQLEASLSAAKKQLADETLLKVDLENRCQSLTEDLEFRKNMYEEEINETRRKHETRLVEVDSGRQIEYEYKLAQALHEMREQHDAQVRLYKEELEQTYHAKLENARLSSEMNTSTVNSAREELMESRMRIESLSSQLSNLQKESRACLERIQELEDMLAKERDNSRRMLSDREREMAEIRDQMQQQLSDYEQLLDVKLALDMEISAYRKLLEGEEERLKLSPSPSSRVTVSRASSSRSVRTTRGKRKRVDVEESEASSSVSISHSASATGNVCIEEIDVDGKFIRLKNTSEQDQPMGGWEMIRKIGDTSVSYKYTSRYVLKAGQTVTVW..., which amino acid positions are active epitope sites? The epitope positions are: [565, 566, 567, 568, 569, 570, 571, 572, 573, 574, 575, 576, 577, 578]. The amino acids at these positions are: VEEERFHQQGAPRA. (9) Given the antigen sequence: MTQQAVLALLLTLAGILPGPLDAQDVHQSPRVVIASEGDSVNITCSTRGHLEGILMKKIWPQAYNVIYFEDRQEPTVDRTFSGRINFSGSQKNLTITISSLQLADTGDYTCEAVRKVSARGLFTTVVVKEKSSQEAYRSQEPLQTSFSFPAAIAVGFFFTGLLLGVVCSMLRKIQIKKLCASGIKDSPCVVYEDMSYSNRKTPCIPNQYQ, which amino acid positions are active epitope sites? The epitope positions are: [32, 33, 34, 35, 36, 37, 38, 39, 40, 41, 42, 43, 44, 45, 46]. The amino acids at these positions are: VIASEGDSVNITCST.